Task: Regression. Given a peptide amino acid sequence and an MHC pseudo amino acid sequence, predict their binding affinity value. This is MHC class I binding data.. Dataset: Peptide-MHC class I binding affinity with 185,985 pairs from IEDB/IMGT The peptide sequence is PLHILASNKK. The MHC is HLA-A33:01 with pseudo-sequence HLA-A33:01. The binding affinity (normalized) is 0.